Dataset: Catalyst prediction with 721,799 reactions and 888 catalyst types from USPTO. Task: Predict which catalyst facilitates the given reaction. (1) Reactant: [NH2:1][C:2]1[CH:7]=[CH:6][CH:5]=[CH:4][C:3]=1[SH:8].[Br:9][C:10]1[CH:11]=[C:12]([CH:16]=O)[CH:13]=[N:14][CH:15]=1. Product: [Br:9][C:10]1[CH:11]=[C:12]([C:16]2[S:8][C:3]3[CH:4]=[CH:5][CH:6]=[CH:7][C:2]=3[N:1]=2)[CH:13]=[N:14][CH:15]=1. The catalyst class is: 8. (2) Product: [Cl:18][C:19]1[CH:20]=[CH:21][C:22]2[S:26][C:25]([S:27]([NH:7][C:8]3[CH:9]=[C:10]([CH:15]=[CH:16][CH:17]=3)[C:11]([O:13][CH3:14])=[O:12])(=[O:29])=[O:28])=[C:24]([CH3:31])[C:23]=2[CH:32]=1. The catalyst class is: 23. Reactant: N1C=CC=CC=1.[NH2:7][C:8]1[CH:9]=[C:10]([CH:15]=[CH:16][CH:17]=1)[C:11]([O:13][CH3:14])=[O:12].[Cl:18][C:19]1[CH:20]=[CH:21][C:22]2[S:26][C:25]([S:27](Cl)(=[O:29])=[O:28])=[C:24]([CH3:31])[C:23]=2[CH:32]=1. (3) Reactant: [Cl:1][C:2]1[CH:3]=[C:4]([CH:7]=[CH:8][C:9]=1[F:10])[CH:5]=[O:6].[C:11]([O:15][CH3:16])(=[O:14])[CH:12]=[CH2:13].N12CCN(CC1)CC2. Product: [Cl:1][C:2]1[CH:3]=[C:4]([CH:5]([OH:6])[C:12](=[CH2:13])[C:11]([O:15][CH3:16])=[O:14])[CH:7]=[CH:8][C:9]=1[F:10]. The catalyst class is: 10. (4) Reactant: [I:1][C:2]1[CH:3]=[C:4]2[C:8](=[CH:9][CH:10]=1)[NH:7][C:6](=[O:11])[C:5]2=O.[CH3:13][N:14]([CH3:25])[C:15]1[CH:24]=[CH:23][C:18]([C:19]([NH:21][NH2:22])=[O:20])=[CH:17][CH:16]=1. Product: [CH3:13][N:14]([CH3:25])[C:15]1[CH:16]=[CH:17][C:18]([C:19]([NH:21][N:22]=[C:5]2[C:4]3[C:8](=[CH:9][CH:10]=[C:2]([I:1])[CH:3]=3)[NH:7][C:6]2=[O:11])=[O:20])=[CH:23][CH:24]=1. The catalyst class is: 15. (5) Reactant: [CH3:1][C:2]1[C:10]2[C:9]([C:11]([O:13]CC)=[O:12])=[CH:8][C:7](/[CH:16]=[CH:17]/[C:18]3[CH:23]=[CH:22][CH:21]=[CH:20][CH:19]=3)=[N:6][C:5]=2[N:4]([CH2:24][C:25]2[CH:30]=[CH:29][C:28]([O:31][C:32]3[CH:37]=[CH:36][CH:35]=[CH:34][CH:33]=3)=[CH:27][CH:26]=2)[N:3]=1.[OH-].[K+].C1COCC1. Product: [CH3:1][C:2]1[C:10]2[C:9]([C:11]([OH:13])=[O:12])=[CH:8][C:7](/[CH:16]=[CH:17]/[C:18]3[CH:23]=[CH:22][CH:21]=[CH:20][CH:19]=3)=[N:6][C:5]=2[N:4]([CH2:24][C:25]2[CH:26]=[CH:27][C:28]([O:31][C:32]3[CH:37]=[CH:36][CH:35]=[CH:34][CH:33]=3)=[CH:29][CH:30]=2)[N:3]=1. The catalyst class is: 378. (6) Product: [C:22]([O:26][C:27]([NH:29][C:30]1[CH:35]=[CH:34][C:33]([C:36]2[S:37][CH:38]=[CH:39][CH:40]=2)=[CH:32][C:31]=1[NH:41][C:42]([C:44]1[CH:49]=[CH:48][C:47]([CH:3]([N:17]2[CH2:21][CH2:20][CH2:19][CH2:18]2)[C:2]([OH:6])=[O:5])=[CH:46][CH:45]=1)=[O:43])=[O:28])([CH3:25])([CH3:23])[CH3:24]. Reactant: O.[C:2]([OH:6])(=[O:5])[CH:3]=O.C(O)(C(F)(F)F)C(F)(F)F.[NH:17]1[CH2:21][CH2:20][CH2:19][CH2:18]1.[C:22]([O:26][C:27]([NH:29][C:30]1[CH:35]=[CH:34][C:33]([C:36]2[S:37][CH:38]=[CH:39][CH:40]=2)=[CH:32][C:31]=1[NH:41][C:42]([C:44]1[CH:49]=[CH:48][C:47](B(O)O)=[CH:46][CH:45]=1)=[O:43])=[O:28])([CH3:25])([CH3:24])[CH3:23]. The catalyst class is: 2. (7) Reactant: Cl.[N:2]1[CH:7]=[CH:6][CH:5]=[CH:4][C:3]=1[C:8]1[CH2:9][CH2:10][NH:11][CH2:12][CH:13]=1.C=O.[CH3:16][C:17]1[CH:18]=[C:19]([CH:23]=[C:24]([CH3:26])[CH:25]=1)[C:20]([NH2:22])=[O:21].[C:27](=O)([O-])[O-].[K+].[K+]. Product: [N:2]1[CH:7]=[CH:6][CH:5]=[CH:4][C:3]=1[C:8]1[CH2:9][CH2:10][N:11]([CH2:27][NH:22][C:20](=[O:21])[C:19]2[CH:23]=[C:24]([CH3:26])[CH:25]=[C:17]([CH3:16])[CH:18]=2)[CH2:12][CH:13]=1. The catalyst class is: 8. (8) Reactant: [C:1]([C:3]1[CH:4]=[N:5][N:6]2[C:11]([C:12]3[CH:13]=[C:14]([N:18](C(=O)CC(C)(C)C)[C:19](=[O:21])[CH3:20])[CH:15]=[CH:16][CH:17]=3)=[CH:10][CH:9]=[N:8][C:7]=12)#[N:2].F[C:30](F)(F)[C:31]([OH:33])=[O:32]. Product: [C:1]([C:3]1[CH:4]=[N:5][N:6]2[C:11]([C:12]3[CH:13]=[C:14]([N:18]([CH2:30][C:31]([OH:33])=[O:32])[C:19](=[O:21])[CH3:20])[CH:15]=[CH:16][CH:17]=3)=[CH:10][CH:9]=[N:8][C:7]=12)#[N:2]. The catalyst class is: 4.